This data is from Reaction yield outcomes from USPTO patents with 853,638 reactions. The task is: Predict the reaction yield, written as a fraction of the theoretical maximum amount of product (1.0 means a 100% yield; for example, 0.34 means a 34% yield). (1) The yield is 0.740. The reactants are C(N(CC)CC)C.Cl.[CH2:9]([O:16][C:17](=[O:27])[NH:18][C@H:19]1[CH2:24][CH2:23][C@H:22]([NH:25][NH2:26])[CH2:21][CH2:20]1)[C:10]1[CH:15]=[CH:14][CH:13]=[CH:12][CH:11]=1.[CH2:28]([O:30][C:31](=[O:40])[C:32](=[CH:36]N(C)C)[C:33](=O)[CH3:34])[CH3:29]. The product is [CH2:28]([O:30][C:31]([C:32]1[CH:36]=[N:26][N:25]([C@H:22]2[CH2:23][CH2:24][C@H:19]([NH:18][C:17]([O:16][CH2:9][C:10]3[CH:11]=[CH:12][CH:13]=[CH:14][CH:15]=3)=[O:27])[CH2:20][CH2:21]2)[C:33]=1[CH3:34])=[O:40])[CH3:29]. The catalyst is C(O)C. (2) The reactants are C(O[C:4]([C:6]1[CH:7]=[C:8]2[CH:14]=[CH:13][O:12][C:9]2=[CH:10][N:11]=1)=[O:5])C.[O-]CC.[Na+].[C:19]([O:22][CH2:23][CH3:24])(=[O:21])[CH3:20].C(O)(=O)C. The catalyst is C1(C)C=CC=CC=1.O. The product is [O:5]=[C:4]([C:6]1[CH:7]=[C:8]2[CH:14]=[CH:13][O:12][C:9]2=[CH:10][N:11]=1)[CH2:20][C:19]([O:22][CH2:23][CH3:24])=[O:21]. The yield is 0.720.